This data is from Forward reaction prediction with 1.9M reactions from USPTO patents (1976-2016). The task is: Predict the product of the given reaction. (1) Given the reactants [CH3:1][O:2][C:3]([C:5]1[CH:6]=[C:7]2[C:11](=[CH:12][CH:13]=1)[N:10]([C:14]([O:16][C:17]([CH3:20])([CH3:19])[CH3:18])=[O:15])[CH:9]=[C:8]2[C:21]([C:24]#[N:25])([CH3:23])[CH3:22])=[O:4], predict the reaction product. The product is: [CH3:1][O:2][C:3]([C:5]1[CH:6]=[C:7]2[C:11](=[CH:12][CH:13]=1)[N:10]([C:14]([O:16][C:17]([CH3:18])([CH3:20])[CH3:19])=[O:15])[CH:9]=[C:8]2[C:21]([CH3:23])([CH3:22])[CH2:24][NH2:25])=[O:4]. (2) Given the reactants [Mg].Br[C:3]1[CH:8]=[CH:7][C:6]([O:9][CH3:10])=[CH:5][CH:4]=1.[F:11][C:12]([F:22])([F:21])[C:13](N1CCCCC1)=[O:14], predict the reaction product. The product is: [F:11][C:12]([F:22])([F:21])[C:13]([C:3]1[CH:8]=[CH:7][C:6]([O:9][CH3:10])=[CH:5][CH:4]=1)=[O:14]. (3) Given the reactants CC1(C)C(C)(C)OB([C:9]2[CH:10]=[N:11][N:12]([C:14]([OH:16])=[O:15])[CH:13]=2)O1.Br[C:19]1[CH:24]=[CH:23][CH:22]=[C:21]([N+:25]([O-:27])=[O:26])[CH:20]=1, predict the reaction product. The product is: [N+:25]([C:21]1[CH:20]=[C:19]([C:9]2[CH:10]=[N:11][N:12]([C:14]([OH:16])=[O:15])[CH:13]=2)[CH:24]=[CH:23][CH:22]=1)([O-:27])=[O:26].